From a dataset of Full USPTO retrosynthesis dataset with 1.9M reactions from patents (1976-2016). Predict the reactants needed to synthesize the given product. (1) The reactants are: [Cl:1][C:2]1[CH:7]=[CH:6][C:5]([C:8]2[CH:13]=[CH:12][N:11]3[C:14](=[O:17])[NH:15][N:16]=[C:10]3[C:9]=2[C:18]2[CH:23]=[CH:22][C:21]([Cl:24])=[CH:20][CH:19]=2)=[CH:4][CH:3]=1.C([O-])([O-])=O.[K+].[K+].Br[CH2:32][CH2:33][CH2:34][C:35]([F:38])([F:37])[F:36]. Given the product [Cl:1][C:2]1[CH:7]=[CH:6][C:5]([C:8]2[CH:13]=[CH:12][N:11]3[C:14](=[O:17])[N:15]([CH2:32][CH2:33][CH2:34][C:35]([F:38])([F:37])[F:36])[N:16]=[C:10]3[C:9]=2[C:18]2[CH:19]=[CH:20][C:21]([Cl:24])=[CH:22][CH:23]=2)=[CH:4][CH:3]=1, predict the reactants needed to synthesize it. (2) Given the product [C:8]([O:7][C:6](=[O:12])[NH:13][CH2:14][C@H:15]([OH:17])[CH3:16])([CH3:9])([CH3:10])[CH3:11], predict the reactants needed to synthesize it. The reactants are: C(O[C:6](=[O:12])[O:7][C:8]([CH3:11])([CH3:10])[CH3:9])(C)(C)C.[NH2:13][CH2:14][C@H:15]([OH:17])[CH3:16]. (3) Given the product [C:1]([O:4][C@@H:5]1[CH:10]=[CH:9][CH2:8][O:7][CH2:6]1)(=[O:3])[CH3:2], predict the reactants needed to synthesize it. The reactants are: [C:1]([O:4][C@@H:5]1[C@@H:10](OC(=O)C)[CH:9]=[CH:8][O:7][CH2:6]1)(=[O:3])[CH3:2].C([SiH](CC)CC)C. (4) Given the product [C:24]1([CH:17]([C:18]2[CH:19]=[CH:20][CH:21]=[CH:22][CH:23]=2)[N:10]2[C:11]3[C:16](=[CH:15][CH:14]=[CH:13][CH:12]=3)[C:8]3([C:6]4[CH:7]=[C:2]([B:33]5[O:37][C:36]([CH3:39])([CH3:38])[C:35]([CH3:41])([CH3:40])[O:34]5)[CH:3]=[CH:4][C:5]=4[O:32][CH2:31]3)[C:9]2=[O:30])[CH:29]=[CH:28][CH:27]=[CH:26][CH:25]=1, predict the reactants needed to synthesize it. The reactants are: Br[C:2]1[CH:3]=[CH:4][C:5]2[O:32][CH2:31][C:8]3([C:16]4[C:11](=[CH:12][CH:13]=[CH:14][CH:15]=4)[N:10]([CH:17]([C:24]4[CH:29]=[CH:28][CH:27]=[CH:26][CH:25]=4)[C:18]4[CH:23]=[CH:22][CH:21]=[CH:20][CH:19]=4)[C:9]3=[O:30])[C:6]=2[CH:7]=1.[B:33]1([B:33]2[O:37][C:36]([CH3:39])([CH3:38])[C:35]([CH3:41])([CH3:40])[O:34]2)[O:37][C:36]([CH3:39])([CH3:38])[C:35]([CH3:41])([CH3:40])[O:34]1.C([O-])(=O)C.[K+]. (5) Given the product [N:11]1[NH:12][C:8]([C:4]2[CH:3]=[C:2]([N:21]3[C:25]4=[N:26][CH:27]=[N:28][C:29]([NH2:30])=[C:24]4[CH:23]=[N:22]3)[CH:7]=[CH:6][CH:5]=2)=[CH:9][CH:10]=1, predict the reactants needed to synthesize it. The reactants are: Br[C:2]1[CH:3]=[C:4]([C:8]2[NH:12][N:11]=[CH:10][CH:9]=2)[CH:5]=[CH:6][CH:7]=1.C1(N)CCCCC1N.[NH:21]1[C:25]2=[N:26][CH:27]=[N:28][C:29]([NH2:30])=[C:24]2[CH:23]=[N:22]1.P([O-])([O-])([O-])=O.[K+].[K+].[K+]. (6) Given the product [C:40]([O:39][C:37]([NH:44][CH2:45][C:46]([O:31][C@H:28]1[CH2:27][CH2:26][C@H:25]([NH:24][C:22]2[CH:23]=[C:15]([N:5]3[C:6]4[CH2:7][C:8]([CH3:14])([CH3:13])[CH2:9][C:10](=[O:12])[C:11]=4[C:3]([CH2:1][CH3:2])=[N:4]3)[CH:16]=[C:17]([F:32])[C:18]=2[C:19](=[O:20])[NH2:21])[CH2:30][CH2:29]1)=[O:47])=[O:38])([CH3:43])([CH3:42])[CH3:41], predict the reactants needed to synthesize it. The reactants are: [CH2:1]([C:3]1[C:11]2[C:10](=[O:12])[CH2:9][C:8]([CH3:14])([CH3:13])[CH2:7][C:6]=2[N:5]([C:15]2[CH:23]=[C:22]([NH:24][CH:25]3[CH2:30][CH2:29][CH:28]([OH:31])[CH2:27][CH2:26]3)[C:18]([C:19]([NH2:21])=[O:20])=[C:17]([F:32])[CH:16]=2)[N:4]=1)[CH3:2].C(Cl)CCl.[C:37]([NH:44][CH2:45][C:46](O)=[O:47])([O:39][C:40]([CH3:43])([CH3:42])[CH3:41])=[O:38]. (7) Given the product [F:1][C:2]1([F:9])[CH2:7][CH2:6][C:5](=[O:8])[C:4]([I:16])=[CH:3]1, predict the reactants needed to synthesize it. The reactants are: [F:1][C:2]1([F:9])[CH2:7][CH2:6][C:5](=[O:8])[CH:4]=[CH:3]1.C(=O)([O-])[O-].[K+].[K+].[I:16]I. (8) Given the product [Cl:1][C:2]1[CH:38]=[CH:37][C:5]([CH2:6][N:7]2[C:15]3[C:10](=[CH:11][CH:12]=[CH:13][CH:14]=3)[C:9]([C:16]([C:18]3[N:19]([CH2:29][O:30][CH2:31][CH2:32][Si:33]([CH3:34])([CH3:35])[CH3:36])[CH:20]=[C:21]([C:23]4[CH:28]=[CH:27][CH:26]=[CH:25][N:24]=4)[N:22]=3)=[O:17])=[CH:8]2)=[CH:4][CH:3]=1, predict the reactants needed to synthesize it. The reactants are: [Cl:1][C:2]1[CH:38]=[CH:37][C:5]([CH2:6][N:7]2[C:15]3[C:10](=[CH:11][CH:12]=[CH:13][CH:14]=3)[C:9]([CH:16]([C:18]3[N:19]([CH2:29][O:30][CH2:31][CH2:32][Si:33]([CH3:36])([CH3:35])[CH3:34])[CH:20]=[C:21]([C:23]4[CH:28]=[CH:27][CH:26]=[CH:25][N:24]=4)[N:22]=3)[OH:17])=[CH:8]2)=[CH:4][CH:3]=1.CCCCCC.C(OCC)(=O)C. (9) Given the product [NH2:1][C:2]1[C:7]([N:10]([CH2:14][CH2:15][OH:16])[CH2:11][CH2:12][OH:13])=[N:6][C:5]([Br:9])=[CH:4][N:3]=1, predict the reactants needed to synthesize it. The reactants are: [NH2:1][C:2]1[C:7](Br)=[N:6][C:5]([Br:9])=[CH:4][N:3]=1.[NH:10]([CH2:14][CH2:15][OH:16])[CH2:11][CH2:12][OH:13]. (10) Given the product [CH2:36]([S:35][C:20]1[C:19]([C:17]([NH:11][CH2:10][C:9]2[CH:12]=[CH:13][C:6]([F:5])=[CH:7][CH:8]=2)=[O:16])=[C:28]([CH3:29])[C:27]2[C:22](=[CH:23][C:24]([O:30][C:31]([F:34])([F:32])[F:33])=[CH:25][CH:26]=2)[N:21]=1)[CH3:37], predict the reactants needed to synthesize it. The reactants are: C[Al](C)C.[F:5][C:6]1[CH:13]=[CH:12][C:9]([CH2:10][NH2:11])=[CH:8][CH:7]=1.C([O:16][C:17]([C:19]1[C:20]([S:35][CH2:36][CH3:37])=[N:21][C:22]2[C:27]([C:28]=1[CH3:29])=[CH:26][CH:25]=[C:24]([O:30][C:31]([F:34])([F:33])[F:32])[CH:23]=2)=O)C.CCCCCC.C(Cl)Cl.